Dataset: Peptide-MHC class II binding affinity with 134,281 pairs from IEDB. Task: Regression. Given a peptide amino acid sequence and an MHC pseudo amino acid sequence, predict their binding affinity value. This is MHC class II binding data. (1) The peptide sequence is GELQIVDKIMAAFKI. The MHC is DRB1_0101 with pseudo-sequence DRB1_0101. The binding affinity (normalized) is 0.460. (2) The peptide sequence is VLEEKLEKEDFTRGK. The MHC is DRB1_0101 with pseudo-sequence DRB1_0101. The binding affinity (normalized) is 0.130.